This data is from Forward reaction prediction with 1.9M reactions from USPTO patents (1976-2016). The task is: Predict the product of the given reaction. (1) Given the reactants [N:1]1[CH:6]=[C:5]([C:7]([OH:9])=O)[CH:4]=[N:3][CH:2]=1.ClC1N=C(OC)N=C(OC)N=1.CN1CCOCC1.[CH2:28]([O:30][C:31]1[CH:32]=[C:33]([CH:52]=[C:53]([O:56][CH2:57][CH3:58])[C:54]=1[F:55])[CH2:34][N:35]1[CH2:40][CH2:39][CH:38]([NH:41][C:42]2[O:43][C:44]3[C:45](=[C:47]([NH2:51])[CH:48]=[CH:49][CH:50]=3)[N:46]=2)[CH2:37][CH2:36]1)[CH3:29], predict the reaction product. The product is: [CH2:28]([O:30][C:31]1[CH:32]=[C:33]([CH:52]=[C:53]([O:56][CH2:57][CH3:58])[C:54]=1[F:55])[CH2:34][N:35]1[CH2:40][CH2:39][CH:38]([NH:41][C:42]2[O:43][C:44]3[CH:50]=[CH:49][CH:48]=[C:47]([NH:51][C:7]([C:5]4[CH:4]=[N:3][CH:2]=[N:1][CH:6]=4)=[O:9])[C:45]=3[N:46]=2)[CH2:37][CH2:36]1)[CH3:29]. (2) Given the reactants Cl.[NH:2]1[CH2:7][CH2:6][CH:5]([NH:8][C:9]([C:11]2[O:12][C:13]3[C:18]([C:19](=[O:21])[CH:20]=2)=[CH:17][CH:16]=[C:15]([F:22])[CH:14]=3)=[O:10])[CH2:4][CH2:3]1.C(OC(=O)[NH:29][C:30]1[CH:35]=[CH:34][C:33]([CH:36]=O)=[CH:32][C:31]=1[F:38])(C)(C)C.C(O[BH-](OC(=O)C)OC(=O)C)(=O)C.[Na+].C1COCC1, predict the reaction product. The product is: [NH2:29][C:30]1[CH:35]=[CH:34][C:33]([CH2:36][N:2]2[CH2:3][CH2:4][CH:5]([NH:8][C:9]([C:11]3[O:12][C:13]4[C:18]([C:19](=[O:21])[CH:20]=3)=[CH:17][CH:16]=[C:15]([F:22])[CH:14]=4)=[O:10])[CH2:6][CH2:7]2)=[CH:32][C:31]=1[F:38].